Dataset: Forward reaction prediction with 1.9M reactions from USPTO patents (1976-2016). Task: Predict the product of the given reaction. Given the reactants C1C=CC(P(C2C=CC=CC=2)C2C=CC=CC=2)=CC=1.CC(OC(/N=N/C(OC(C)C)=O)=O)C.[CH2:34]([OH:41])[C:35]1[CH:40]=[CH:39][CH:38]=[CH:37][CH:36]=1.[Br:42][C:43]1[C:44](=[O:54])[NH:45][C:46]2[C:51]([C:52]=1O)=[CH:50][CH:49]=[CH:48][CH:47]=2, predict the reaction product. The product is: [CH2:34]([O:41][C:52]1[C:51]2[C:46](=[CH:47][CH:48]=[CH:49][CH:50]=2)[NH:45][C:44](=[O:54])[C:43]=1[Br:42])[C:35]1[CH:40]=[CH:39][CH:38]=[CH:37][CH:36]=1.